Dataset: Full USPTO retrosynthesis dataset with 1.9M reactions from patents (1976-2016). Task: Predict the reactants needed to synthesize the given product. (1) Given the product [CH3:1][N:2]1[CH2:7][CH2:6][CH:5]([O:8][C:10]2[N:15]=[C:14]([C:16]#[N:17])[CH:13]=[CH:12][CH:11]=2)[CH2:4][CH2:3]1, predict the reactants needed to synthesize it. The reactants are: [CH3:1][N:2]1[CH2:7][CH2:6][CH:5]([OH:8])[CH2:4][CH2:3]1.Br[C:10]1[N:15]=[C:14]([C:16]#[N:17])[CH:13]=[CH:12][CH:11]=1.C(P(C(C)(C)C)C1C=CC=CC=1C1C=CC=CC=1)(C)(C)C. (2) Given the product [CH2:3]([N:10]1[CH2:15][CH2:14][C@@H:13]([CH3:16])[C@@H:12]([N:17]([CH3:37])[C:18]2[C:19]3[CH:26]=[CH:25][NH:24][C:20]=3[N:21]=[CH:22][N:23]=2)[CH2:11]1)[C:4]1[CH:5]=[CH:6][CH:7]=[CH:8][CH:9]=1, predict the reactants needed to synthesize it. The reactants are: [OH-].[Na+].[CH2:3]([N:10]1[CH2:15][CH2:14][CH:13]([CH3:16])[CH:12]([N:17]([CH3:37])[C:18]2[C:19]3[CH:26]=[CH:25][N:24](S(C4C=CC(C)=CC=4)(=O)=O)[C:20]=3[N:21]=[CH:22][N:23]=2)[CH2:11]1)[C:4]1[CH:9]=[CH:8][CH:7]=[CH:6][CH:5]=1. (3) Given the product [C:3]([C:5]1[CH:6]=[C:7]([C:15]2[O:19][N:18]=[C:17]([C:20]3[CH:25]=[CH:24][N:23]=[C:22]([CH2:26][CH2:27][CH2:28][C:29]([OH:31])=[O:30])[CH:21]=3)[N:16]=2)[CH:8]=[CH:9][C:10]=1[O:11][CH:12]([CH3:14])[CH3:13])#[N:4], predict the reactants needed to synthesize it. The reactants are: [OH-].[Na+].[C:3]([C:5]1[CH:6]=[C:7]([C:15]2[O:19][N:18]=[C:17]([C:20]3[CH:25]=[CH:24][N:23]=[C:22]([CH2:26][CH2:27][CH2:28][C:29]([O:31]CC)=[O:30])[CH:21]=3)[N:16]=2)[CH:8]=[CH:9][C:10]=1[O:11][CH:12]([CH3:14])[CH3:13])#[N:4].Cl. (4) Given the product [CH3:1][O:2][N:3]1[C:8](=[O:9])[CH:7]=[CH:6][C:5]([C:10]([OH:12])=[O:11])=[CH:4]1, predict the reactants needed to synthesize it. The reactants are: [CH3:1][O:2][N:3]1[C:8](=[O:9])[CH:7]=[CH:6][C:5]([C:10]([O:12]C)=[O:11])=[CH:4]1.C[Si](C)(C)[O-].[K+].CO. (5) Given the product [ClH:32].[NH2:26][C@@H:15]1[CH2:14][N:13]([C:10]2[CH:11]=[CH:12][C:7]([O:6][CH2:5][C:4]3[CH:22]=[CH:23][CH:24]=[C:2]([F:1])[CH:3]=3)=[CH:8][CH:9]=2)[C:17](=[O:18])[CH2:16]1, predict the reactants needed to synthesize it. The reactants are: [F:1][C:2]1[CH:3]=[C:4]([CH:22]=[CH:23][CH:24]=1)[CH2:5][O:6][C:7]1[CH:12]=[CH:11][C:10]([N:13]2[C:17](=[O:18])[CH2:16][C@H:15](C(O)=O)[CH2:14]2)=[CH:9][CH:8]=1.C[N:26]1CCOCC1.[Cl:32]C(OCC(C)C)=O.[N-]=[N+]=[N-].[Na+]. (6) Given the product [Br:36][C:13]1[CH:14]=[C:9]([C:8]2[N:7]=[C:6]3[C:20]([CH3:28])=[CH:21][N:22]([C@H:23]([CH3:27])[CH2:24][O:25][CH3:26])[C:5]3=[CH:4][C:3]=2[CH2:1][CH3:2])[C:10]([NH:18][CH3:19])=[N:11][C:12]=1[CH:15]([CH3:16])[CH3:17], predict the reactants needed to synthesize it. The reactants are: [CH2:1]([C:3]1[CH:4]=[C:5]2[N:22]([C@H:23]([CH3:27])[CH2:24][O:25][CH3:26])[CH:21]=[C:20]([CH3:28])[C:6]2=[N:7][C:8]=1[C:9]1[C:10]([NH:18][CH3:19])=[N:11][C:12]([CH:15]([CH3:17])[CH3:16])=[CH:13][CH:14]=1)[CH3:2].C1C(=O)N([Br:36])C(=O)C1.